From a dataset of Acute oral toxicity (LD50) regression data from Zhu et al.. Regression/Classification. Given a drug SMILES string, predict its toxicity properties. Task type varies by dataset: regression for continuous values (e.g., LD50, hERG inhibition percentage) or binary classification for toxic/non-toxic outcomes (e.g., AMES mutagenicity, cardiotoxicity, hepatotoxicity). Dataset: ld50_zhu. (1) The drug is O=C(C=CC=Cc1ccc2c(c1)OCO2)N1CCCCC1. The rat oral LD50 is 2.74, given as -log10 of the dose in mol/kg body weight (higher means more acutely toxic). (2) The drug is CC1=CCC(C(C)C)C=C1. The rat oral LD50 is 1.38, given as -log10 of the dose in mol/kg body weight (higher means more acutely toxic). (3) The molecule is CC1(C(=O)O)CCC2(C)CCC3(C)C(=CC(=O)C4C5(C)CCC(OC(=O)CCC(=O)O)C(C)(C)C5CCC43C)C2C1. The rat oral LD50 is 2.37, given as -log10 of the dose in mol/kg body weight (higher means more acutely toxic). (4) The compound is CCOC(=O)c1ncn2c1CN(C)C(=O)c1cc(F)ccc1-2. The rat oral LD50 is 1.86, given as -log10 of the dose in mol/kg body weight (higher means more acutely toxic).